Task: Regression. Given a peptide amino acid sequence and an MHC pseudo amino acid sequence, predict their binding affinity value. This is MHC class I binding data.. Dataset: Peptide-MHC class I binding affinity with 185,985 pairs from IEDB/IMGT (1) The peptide sequence is CESAGVQEDA. The MHC is Patr-B2401 with pseudo-sequence Patr-B2401. The binding affinity (normalized) is 0. (2) The peptide sequence is KSYSLIRPK. The MHC is HLA-A02:02 with pseudo-sequence HLA-A02:02. The binding affinity (normalized) is 0. (3) The peptide sequence is TTAEFTVPK. The MHC is HLA-B07:02 with pseudo-sequence HLA-B07:02. The binding affinity (normalized) is 0.0847. (4) The peptide sequence is ALMRRIAVV. The binding affinity (normalized) is 0.333. The MHC is HLA-B08:01 with pseudo-sequence HLA-B08:01.